From a dataset of Forward reaction prediction with 1.9M reactions from USPTO patents (1976-2016). Predict the product of the given reaction. (1) Given the reactants CO[C:3]1[CH:12]=[C:11]2[C:6](C[CH2:8][CH2:9][CH:10]2[C:13]#[N:14])=[CH:5][C:4]=1[CH3:15].[CH2:16]([NH2:19])[CH2:17]N.C1(C)C=CC([S:26](O)(=O)=O)=CC=1, predict the reaction product. The product is: [NH:19]1[CH2:16][CH2:17][N:14]=[C:13]1[CH:10]1[C:11]2[CH:12]=[CH:3][C:4]([CH3:15])=[CH:5][C:6]=2[S:26][CH2:8][CH2:9]1. (2) Given the reactants [NH2:1][C:2]1[CH:7]=[CH:6][C:5]([NH:8][C:9]([NH:11][C:12](=[O:23])[C:13]2[CH:18]=[CH:17][C:16]([C:19]([CH3:22])([CH3:21])[CH3:20])=[CH:15][CH:14]=2)=[S:10])=[CH:4][CH:3]=1.[Br:24][CH2:25][CH2:26][CH2:27][C:28](Cl)=[O:29].C(N(CC)CC)C, predict the reaction product. The product is: [Br:24][CH2:25][CH2:26][CH2:27][C:28]([NH:1][C:2]1[CH:7]=[CH:6][C:5]([NH:8][C:9]([NH:11][C:12](=[O:23])[C:13]2[CH:14]=[CH:15][C:16]([C:19]([CH3:20])([CH3:22])[CH3:21])=[CH:17][CH:18]=2)=[S:10])=[CH:4][CH:3]=1)=[O:29]. (3) The product is: [CH2:15]([O:14][C:12](/[C:11](=[CH:7]/[C:5]1[O:6][C:2]([CH3:1])=[CH:3][CH:4]=1)/[CH2:10][C:9]([OH:18])=[O:17])=[O:13])[CH3:16]. Given the reactants [CH3:1][C:2]1[O:6][C:5]([CH:7]=O)=[CH:4][CH:3]=1.[C:9]([O:18]CC)(=[O:17])[CH2:10][CH2:11][C:12]([O:14][CH2:15][CH3:16])=[O:13].[O-]CC.[Na+], predict the reaction product. (4) Given the reactants [OH:1][C:2]1[CH:21]=[CH:20][C:5]([O:6][C:7]2[C:12]([I:13])=[CH:11][C:10]([CH2:14][C:15]([O:17][CH3:18])=[O:16])=[CH:9][C:8]=2[I:19])=[CH:4][CH:3]=1.[CH3:22][Si](C=[N+]=[N-])(C)C, predict the reaction product. The product is: [CH3:22][O:1][C:2]1[CH:3]=[CH:4][C:5]([O:6][C:7]2[C:8]([I:19])=[CH:9][C:10]([CH2:14][C:15]([O:17][CH3:18])=[O:16])=[CH:11][C:12]=2[I:13])=[CH:20][CH:21]=1. (5) The product is: [C:1]([N:26]1[CH2:27][CH2:28][CH:23]([N:19]2[C:20]3[C:15](=[CH:14][C:13]([O:12][CH2:5][C:6]4[CH:7]=[CH:8][CH:9]=[CH:10][CH:11]=4)=[CH:22][CH:21]=3)[C:16](=[O:41])[N:17]([CH2:30][C:31]3[CH:36]=[CH:35][C:34]([O:37][CH3:38])=[C:33]([O:39][CH3:40])[CH:32]=3)[C:18]2=[O:29])[CH2:24][CH2:25]1)(=[O:3])[CH3:2]. Given the reactants [C:1](Cl)(=[O:3])[CH3:2].[CH2:5]([O:12][C:13]1[CH:14]=[C:15]2[C:20](=[CH:21][CH:22]=1)[N:19]([CH:23]1[CH2:28][CH2:27][NH:26][CH2:25][CH2:24]1)[C:18](=[O:29])[N:17]([CH2:30][C:31]1[CH:36]=[CH:35][C:34]([O:37][CH3:38])=[C:33]([O:39][CH3:40])[CH:32]=1)[C:16]2=[O:41])[C:6]1[CH:11]=[CH:10][CH:9]=[CH:8][CH:7]=1.CCN(CC)CC, predict the reaction product. (6) Given the reactants [CH3:1][C:2]([CH3:19])([CH3:18])[C:3](=O)[CH2:4][NH:5][C:6](=O)[C:7]1[CH:12]=[CH:11][CH:10]=[CH:9][C:8]=1[N+:13]([O-:15])=[O:14].COC1C=CC(P2(SP(C3C=CC(OC)=CC=3)(=S)S2)=[S:29])=CC=1, predict the reaction product. The product is: [C:2]([C:3]1[S:29][C:6]([C:7]2[CH:12]=[CH:11][CH:10]=[CH:9][C:8]=2[N+:13]([O-:15])=[O:14])=[N:5][CH:4]=1)([CH3:19])([CH3:18])[CH3:1]. (7) Given the reactants Cl[C:2]1[N:7]=[C:6]([NH:8][CH:9]([C:16]([CH3:20])([CH3:19])[CH2:17][CH3:18])[CH2:10][C:11]([O:13][CH2:14][CH3:15])=[O:12])[C:5]([F:21])=[CH:4][C:3]=1[C:22]#[N:23].[F:24][C:25]1[CH:26]=[C:27]2[C:33](B3OC(C)(C)C(C)(C)O3)=[CH:32][N:31]([S:43]([C:46]3[CH:51]=[CH:50][C:49]([CH3:52])=[CH:48][CH:47]=3)(=[O:45])=[O:44])[C:28]2=[N:29][CH:30]=1.[O-]P([O-])([O-])=O.[K+].[K+].[K+].CC(C1C=C(C(C)C)C(C2C=CC=CC=2P(C2CCCCC2)C2CCCCC2)=C(C(C)C)C=1)C, predict the reaction product. The product is: [C:22]([C:3]1[CH:4]=[C:5]([F:21])[C:6]([NH:8][CH:9]([C:16]([CH3:20])([CH3:19])[CH2:17][CH3:18])[CH2:10][C:11]([O:13][CH2:14][CH3:15])=[O:12])=[N:7][C:2]=1[C:33]1[C:27]2[C:28](=[N:29][CH:30]=[C:25]([F:24])[CH:26]=2)[N:31]([S:43]([C:46]2[CH:51]=[CH:50][C:49]([CH3:52])=[CH:48][CH:47]=2)(=[O:44])=[O:45])[CH:32]=1)#[N:23]. (8) Given the reactants [NH2:1][C:2]1[CH:7]=[CH:6][CH:5]=[C:4]([CH3:8])[CH:3]=1.[OH-].[Na+].[Br:11][CH2:12][C:13](Cl)=[O:14], predict the reaction product. The product is: [Br:11][CH2:12][C:13]([NH:1][C:2]1[CH:3]=[C:4]([CH3:8])[CH:5]=[CH:6][CH:7]=1)=[O:14]. (9) Given the reactants [Br:1][C:2]1[C:3]([C:7]2[CH:12]=[CH:11][CH:10]=[CH:9][CH:8]=2)=[N:4][NH:5][CH:6]=1.[C:13](Cl)([C:26]1[CH:31]=[CH:30][CH:29]=[CH:28][CH:27]=1)([C:20]1[CH:25]=[CH:24][CH:23]=[CH:22][CH:21]=1)[C:14]1[CH:19]=[CH:18][CH:17]=[CH:16][CH:15]=1.C([O-])([O-])=O.[K+].[K+].O, predict the reaction product. The product is: [Br:1][C:2]1[C:3]([C:7]2[CH:12]=[CH:11][CH:10]=[CH:9][CH:8]=2)=[N:4][N:5]([C:13]([C:14]2[CH:19]=[CH:18][CH:17]=[CH:16][CH:15]=2)([C:26]2[CH:27]=[CH:28][CH:29]=[CH:30][CH:31]=2)[C:20]2[CH:21]=[CH:22][CH:23]=[CH:24][CH:25]=2)[CH:6]=1. (10) The product is: [Br:1][C:2]1[CH:9]=[CH:8][C:5]([C:6]#[N:7])=[CH:4][C:3]=1[CH2:10][N:14]1[CH2:15][CH2:16][O:17][CH2:18][C@@H:13]1[CH3:12]. Given the reactants [Br:1][C:2]1[CH:9]=[CH:8][C:5]([C:6]#[N:7])=[CH:4][C:3]=1[CH2:10]Br.[CH3:12][C@H:13]1[CH2:18][O:17][CH2:16][CH2:15][NH:14]1.C(=O)([O-])[O-].[K+].[K+], predict the reaction product.